Task: Predict which catalyst facilitates the given reaction.. Dataset: Catalyst prediction with 721,799 reactions and 888 catalyst types from USPTO (1) Reactant: [OH:1][C:2]1[CH:7]=[CH:6][C:5]([C:8](=[O:10])[CH3:9])=[C:4]([CH3:11])[CH:3]=1.[Br:12]Br. Product: [Br:12][CH2:9][C:8]([C:5]1[CH:6]=[CH:7][C:2]([OH:1])=[CH:3][C:4]=1[CH3:11])=[O:10]. The catalyst class is: 12. (2) Reactant: COC1C=C(OC)C=CC=1C[N:6]([C:31]1[S:35][N:34]=[CH:33][N:32]=1)[S:7]([C:10]1[CH:15]=[C:14]([F:16])[C:13]([O:17][C@H:18]2[CH2:23][CH2:22][CH2:21][CH2:20][C@@H:19]2[C:24]2[CH:29]=[CH:28][CH:27]=[CH:26][CH:25]=2)=[CH:12][C:11]=1[F:30])(=[O:9])=[O:8].C([SiH](CC)CC)C.FC(F)(F)C(O)=O. Product: [F:30][C:11]1[CH:12]=[C:13]([O:17][C@H:18]2[CH2:23][CH2:22][CH2:21][CH2:20][C@@H:19]2[C:24]2[CH:25]=[CH:26][CH:27]=[CH:28][CH:29]=2)[C:14]([F:16])=[CH:15][C:10]=1[S:7]([NH:6][C:31]1[S:35][N:34]=[CH:33][N:32]=1)(=[O:9])=[O:8]. The catalyst class is: 4. (3) Reactant: [Br:1][C:2]1[NH:6][N:5]=[CH:4][N:3]=1.C[O-].[Na+].CO.Br[CH2:13][C:14]1[CH:19]=[CH:18][CH:17]=[CH:16][CH:15]=1. Product: [CH2:13]([N:6]1[C:2]([Br:1])=[N:3][CH:4]=[N:5]1)[C:14]1[CH:19]=[CH:18][CH:17]=[CH:16][CH:15]=1. The catalyst class is: 25. (4) Reactant: [CH3:1][C:2]1[N:3]([C:8]2[CH:12]=[CH:11][N:10]([C:13]3[CH:18]=[CH:17][CH:16]=[C:15]([F:19])[CH:14]=3)[N:9]=2)[C:4]([CH3:7])=[CH:5][CH:6]=1.C([Li])CCC.[I:25]I.S([O-])([O-])(=O)=S.[Na+].[Na+].N. Product: [CH3:7][C:4]1[N:3]([C:8]2[CH:12]=[C:11]([I:25])[N:10]([C:13]3[CH:18]=[CH:17][CH:16]=[C:15]([F:19])[CH:14]=3)[N:9]=2)[C:2]([CH3:1])=[CH:6][CH:5]=1. The catalyst class is: 7. (5) Reactant: [CH3:1][O:2][CH2:3][CH2:4][O:5][CH2:6][CH2:7][O:8][CH2:9][CH2:10][O:11][CH2:12][CH2:13][O:14][CH2:15][CH2:16][O:17][CH2:18][CH2:19][O:20][CH2:21][CH2:22][O:23][CH2:24][CH2:25][O:26][CH2:27][CH2:28][OH:29].[H-].[Na+].BrC[C:34]([O:36]CC)=[O:35].[OH-].[Na+].O1CCC[CH2:42]1. Product: [CH3:42][O:29][CH2:28][CH2:27][O:26][CH2:25][CH2:24][O:23][CH2:22][CH2:21][O:20][CH2:19][CH2:18][O:17][CH2:16][CH2:15][O:14][CH2:13][CH2:12][O:11][CH2:10][CH2:9][O:8][CH2:7][CH2:6][O:5][CH2:4][CH2:3][O:2][CH2:1][C:34]([OH:36])=[O:35]. The catalyst class is: 8.